Task: Predict the reaction yield, written as a fraction of the theoretical maximum amount of product (1.0 means a 100% yield; for example, 0.34 means a 34% yield).. Dataset: Reaction yield outcomes from USPTO patents with 853,638 reactions (1) The reactants are C([O-])=O.[NH4+:4].C[O:6][C:7]([C:9]1[S:10][CH:11]=[CH:12][C:13]=1[NH:14][CH:15]=O)=O. The catalyst is C(N)=O. The product is [N:14]1[C:13]2[CH:12]=[CH:11][S:10][C:9]=2[C:7](=[O:6])[NH:4][CH:15]=1. The yield is 0.630. (2) The yield is 0.400. The product is [CH2:15]([O:1][C:2]1[CH:11]=[CH:10][CH:9]=[C:8]2[C:3]=1[CH:4]=[CH:5][NH:6][C:7]2=[O:12])[C:16]1[CH:21]=[CH:20][CH:19]=[CH:18][CH:17]=1. The reactants are [OH:1][C:2]1[CH:11]=[CH:10][CH:9]=[C:8]2[C:3]=1[CH:4]=[CH:5][NH:6][C:7]2=[O:12].[OH-].[K+].[CH2:15](Br)[C:16]1[CH:21]=[CH:20][CH:19]=[CH:18][CH:17]=1. The catalyst is CO. (3) The product is [F:1][C:2]([F:29])([F:28])[C:3]([OH:31])=[O:4].[F:29][C:2]([F:1])([F:28])[CH2:3][NH:5][CH2:6][C:7]1[CH:11]=[C:10]([C:12]2[CH:13]=[CH:14][CH:15]=[CH:16][CH:17]=2)[N:9]([S:18]([C:21]2[CH:22]=[CH:23][C:24]([CH3:27])=[CH:25][CH:26]=2)(=[O:20])=[O:19])[CH:8]=1. The reactants are [F:1][C:2]([F:29])([F:28])[C:3]([NH:5][CH2:6][C:7]1[CH:11]=[C:10]([C:12]2[CH:17]=[CH:16][CH:15]=[CH:14][CH:13]=2)[N:9]([S:18]([C:21]2[CH:26]=[CH:25][C:24]([CH3:27])=[CH:23][CH:22]=2)(=[O:20])=[O:19])[CH:8]=1)=[O:4].B.[OH2:31]. The catalyst is O1CCCC1. The yield is 0.200.